Dataset: Forward reaction prediction with 1.9M reactions from USPTO patents (1976-2016). Task: Predict the product of the given reaction. (1) Given the reactants Br[C:2]1[CH:7]=[CH:6][C:5]([N:8]2[C:12]([CH3:13])=[CH:11][C:10]([C:14]([N:16]([CH2:21][CH2:22][CH2:23][CH3:24])[CH2:17][CH2:18][CH2:19][CH3:20])=[O:15])=[N:9]2)=[C:4]([C:25]([N:27]2[C@H:36]([CH2:37][OH:38])[CH2:35][C:34]3[C:29](=[CH:30][CH:31]=[CH:32][CH:33]=3)[CH2:28]2)=[O:26])[CH:3]=1.[C:39]1([N:45]2[CH2:50][CH2:49][NH:48][C:47](=[O:51])[CH2:46]2)[CH:44]=[CH:43][CH:42]=[CH:41][CH:40]=1.C([O-])([O-])=O.[Cs+].[Cs+].CC1(C)C2C(=C(P(C3C=CC=CC=3)C3C=CC=CC=3)C=CC=2)OC2C(P(C3C=CC=CC=3)C3C=CC=CC=3)=CC=CC1=2, predict the reaction product. The product is: [CH2:17]([N:16]([CH2:21][CH2:22][CH2:23][CH3:24])[C:14]([C:10]1[CH:11]=[C:12]([CH3:13])[N:8]([C:5]2[CH:6]=[CH:7][C:2]([N:48]3[CH2:49][CH2:50][N:45]([C:39]4[CH:44]=[CH:43][CH:42]=[CH:41][CH:40]=4)[CH2:46][C:47]3=[O:51])=[CH:3][C:4]=2[C:25]([N:27]2[C@H:36]([CH2:37][OH:38])[CH2:35][C:34]3[C:29](=[CH:30][CH:31]=[CH:32][CH:33]=3)[CH2:28]2)=[O:26])[N:9]=1)=[O:15])[CH2:18][CH2:19][CH3:20]. (2) Given the reactants [F:1][C:2]1[CH:7]=[CH:6][C:5]([N:8]2[C:12]([C:13]3[CH:23]=[CH:22][C:16]4[O:17][CH2:18][C:19](=[O:21])[NH:20][C:15]=4[CH:14]=3)=[CH:11][C:10]([C:24](OCC)=[O:25])=[N:9]2)=[CH:4][CH:3]=1.[H-].[Al+3].[Li+].[H-].[H-].[H-], predict the reaction product. The product is: [F:1][C:2]1[CH:7]=[CH:6][C:5]([N:8]2[C:12]([C:13]3[CH:23]=[CH:22][C:16]4[O:17][CH2:18][C:19](=[O:21])[NH:20][C:15]=4[CH:14]=3)=[CH:11][C:10]([CH2:24][OH:25])=[N:9]2)=[CH:4][CH:3]=1. (3) Given the reactants [Cl:1][CH2:2][C:3]([NH:5][NH:6][C:7]([C:9]1[C:10]([NH:19][C:20]2[CH:25]=[CH:24][C:23]([Br:26])=[CH:22][C:21]=2[F:27])=[C:11]([Cl:18])[C:12]2[N:13]([CH:15]=[CH:16][N:17]=2)[CH:14]=1)=O)=[O:4], predict the reaction product. The product is: [Br:26][C:23]1[CH:24]=[CH:25][C:20]([NH:19][C:10]2[C:9]([C:7]3[O:4][C:3]([CH2:2][Cl:1])=[N:5][N:6]=3)=[CH:14][N:13]3[CH:15]=[CH:16][N:17]=[C:12]3[C:11]=2[Cl:18])=[C:21]([F:27])[CH:22]=1. (4) Given the reactants F[C:2]1[CH:9]=[CH:8][C:5]([CH:6]=[O:7])=[CH:4][CH:3]=1.[Cl:10][C:11]1[CH:16]=[CH:15][C:14]([SH:17])=[CH:13][CH:12]=1.C([O-])([O-])=O.[K+].[K+].O, predict the reaction product. The product is: [Cl:10][C:11]1[CH:16]=[CH:15][C:14]([S:17][C:2]2[CH:9]=[CH:8][C:5]([CH:6]=[O:7])=[CH:4][CH:3]=2)=[CH:13][CH:12]=1. (5) Given the reactants [CH3:1][C:2]1([CH3:24])[CH2:11][CH2:10][C:9]2[C:4](=[CH:5][CH:6]=[C:7]([S:12]([NH:15][CH2:16][C:17]([O:19][C:20]([CH3:23])([CH3:22])[CH3:21])=[O:18])(=[O:14])=[O:13])[CH:8]=2)[O:3]1.CCN(P1(N(C)CCCN1C)=NC(C)(C)C)CC.[Br:43][C:44]1[CH:49]=[CH:48][C:47]([CH2:50]Br)=[CH:46][CH:45]=1, predict the reaction product. The product is: [Br:43][C:44]1[CH:49]=[CH:48][C:47]([CH2:50][N:15]([CH2:16][C:17]([O:19][C:20]([CH3:23])([CH3:22])[CH3:21])=[O:18])[S:12]([C:7]2[CH:8]=[C:9]3[C:4](=[CH:5][CH:6]=2)[O:3][C:2]([CH3:24])([CH3:1])[CH2:11][CH2:10]3)(=[O:14])=[O:13])=[CH:46][CH:45]=1. (6) Given the reactants [C:1]([OH:24])(=[O:23])[CH2:2][CH2:3][CH2:4][CH2:5][CH2:6][CH2:7][CH2:8][CH2:9][CH2:10][CH2:11][CH2:12][CH2:13][CH2:14][CH2:15][CH2:16][CH2:17][CH2:18][CH2:19][CH2:20][CH2:21][CH3:22].[CH:25](O)(C)[CH3:26], predict the reaction product. The product is: [C:1]([OH:24])(=[O:23])[CH2:2][CH2:3][CH2:4][CH2:5][CH2:6][CH2:7][CH2:8][CH2:9][CH2:10][CH2:11][CH2:12][CH2:13][CH2:14][CH2:15][CH2:16][CH2:17][CH2:18][CH2:19][CH2:20][CH2:21][CH2:22][CH2:25][CH3:26].[C:1]([OH:24])(=[O:23])[CH2:2][CH2:3][CH2:4][CH2:5][CH2:6][CH2:7][CH2:8][CH2:9][CH2:10][CH2:11][CH2:12][CH2:13][CH2:14][CH2:15][CH2:16][CH2:17][CH2:18][CH2:19][CH3:20]. (7) Given the reactants [CH2:1]([N:8]([CH2:27][C@H:28]1[CH2:37][CH2:36][C:35]2[C:30](=[CH:31][CH:32]=[C:33](B3OC(C)(C)C(C)(C)O3)[CH:34]=2)[O:29]1)[CH2:9][C@H:10]([O:19][Si:20]([C:23]([CH3:26])([CH3:25])[CH3:24])([CH3:22])[CH3:21])[CH2:11][O:12][C:13]1[CH:18]=[CH:17][CH:16]=[CH:15][CH:14]=1)[C:2]1[CH:7]=[CH:6][CH:5]=[CH:4][CH:3]=1.C[N+]1([O-])CC[O:51]CC1.O, predict the reaction product. The product is: [CH2:1]([N:8]([CH2:27][C@H:28]1[CH2:37][CH2:36][C:35]2[C:30](=[CH:31][CH:32]=[C:33]([OH:51])[CH:34]=2)[O:29]1)[CH2:9][C@H:10]([O:19][Si:20]([C:23]([CH3:25])([CH3:24])[CH3:26])([CH3:22])[CH3:21])[CH2:11][O:12][C:13]1[CH:14]=[CH:15][CH:16]=[CH:17][CH:18]=1)[C:2]1[CH:7]=[CH:6][CH:5]=[CH:4][CH:3]=1. (8) Given the reactants [C:1]1([C:20]2[CH:25]=[CH:24][CH:23]=[CH:22][CH:21]=2)[CH:6]=[CH:5][C:4]([CH2:7][CH:8]2[C:15]3[CH:14]=[C:13]([C:16]([O:18]C)=[O:17])[NH:12][C:11]=3[CH2:10][CH2:9]2)=[CH:3][CH:2]=1.O.[OH-].[Li+].CO, predict the reaction product. The product is: [C:1]1([C:20]2[CH:25]=[CH:24][CH:23]=[CH:22][CH:21]=2)[CH:2]=[CH:3][C:4]([CH2:7][CH:8]2[C:15]3[CH:14]=[C:13]([C:16]([OH:18])=[O:17])[NH:12][C:11]=3[CH2:10][CH2:9]2)=[CH:5][CH:6]=1. (9) Given the reactants [CH3:1][O:2][C:3](=[O:27])[C:4]1[CH:9]=[CH:8][C:7]([O:10][CH2:11][C:12]2[C:13]([C:19]3[CH:24]=[CH:23][C:22]([F:25])=[C:21]([F:26])[CH:20]=3)=[N:14][O:15][C:16]=2[CH:17]=[O:18])=[N:6][CH:5]=1.[BH4-].[Na+].C(O)(=O)CC(CC(O)=O)(C(O)=O)O.C(OCC)(=O)C, predict the reaction product. The product is: [CH3:1][O:2][C:3](=[O:27])[C:4]1[CH:9]=[CH:8][C:7]([O:10][CH2:11][C:12]2[C:13]([C:19]3[CH:24]=[CH:23][C:22]([F:25])=[C:21]([F:26])[CH:20]=3)=[N:14][O:15][C:16]=2[CH2:17][OH:18])=[N:6][CH:5]=1.